This data is from Reaction yield outcomes from USPTO patents with 853,638 reactions. The task is: Predict the reaction yield, written as a fraction of the theoretical maximum amount of product (1.0 means a 100% yield; for example, 0.34 means a 34% yield). (1) The yield is 0.390. The product is [F:30][C:29]([F:32])([F:31])[CH2:28][N:24]1[C:23]([C:17]2[N:16]=[C:15]3[C:14]4[CH:33]=[CH:34][C:11]([O:10][C@@H:7]([CH2:8][CH3:9])[C:6]([NH2:44])=[O:5])=[CH:12][C:13]=4[O:22][CH2:21][CH2:20][N:19]3[CH:18]=2)=[N:27][CH:26]=[N:25]1. The reactants are C([O:5][C:6](=O)[C@@H:7]([O:10][C:11]1[CH:34]=[CH:33][C:14]2[C:15]3[N:19]([CH2:20][CH2:21][O:22][C:13]=2[CH:12]=1)[CH:18]=[C:17]([C:23]1[N:24]([CH2:28][C:29]([F:32])([F:31])[F:30])[N:25]=[CH:26][N:27]=1)[N:16]=3)[CH2:8][CH3:9])(C)(C)C.C(O)(C(F)(F)F)=O.C[N:44](C(ON1N=NC2C=CC=NC1=2)=[N+](C)C)C.F[P-](F)(F)(F)(F)F.[Cl-].[NH4+].C(N(CC)CC)C. The catalyst is C(Cl)Cl. (2) The reactants are [C:1]1(=[O:39])[N:5]([CH2:6][C:7](=[O:33])[CH2:8][NH:9][C@@H:10]([C:14]2[O:15][C:16]3[C:21]([C:22](=[O:31])[C:23]=2[CH2:24][C:25]2[CH:30]=[CH:29][CH:28]=[CH:27][CH:26]=2)=[CH:20][CH:19]=[C:18]([Cl:32])[CH:17]=3)[CH:11]([CH3:13])[CH3:12])[C:4](=[O:34])[C:3]2=[CH:35][CH:36]=[CH:37][CH:38]=[C:2]12.CCN(CC)CC.[C:47]1([CH3:56])[C:48]([C:53](Cl)=[O:54])=[CH:49][CH:50]=[CH:51][CH:52]=1. The catalyst is C(Cl)Cl. The product is [C:47]1([CH3:56])[C:48]([C:53]([N:9]([CH2:8][C:7](=[O:33])[CH2:6][N:5]2[C:4](=[O:34])[C:3]3=[CH:35][CH:36]=[CH:37][CH:38]=[C:2]3[C:1]2=[O:39])[C@@H:10]([C:14]2[O:15][C:16]3[C:21]([C:22](=[O:31])[C:23]=2[CH2:24][C:25]2[CH:26]=[CH:27][CH:28]=[CH:29][CH:30]=2)=[CH:20][CH:19]=[C:18]([Cl:32])[CH:17]=3)[CH:11]([CH3:13])[CH3:12])=[O:54])=[CH:49][CH:50]=[CH:51][CH:52]=1. The yield is 0.900. (3) The reactants are [N+:1]([C:4]1[CH:16]=[CH:15][C:14]2[C:13]3[C:8](=[CH:9][C:10]([N+:17]([O-])=O)=[CH:11][CH:12]=3)[C:7](=[CH:20][C:21]([NH:23][CH2:24][CH2:25][CH2:26][CH2:27][CH2:28][C:29]([NH:31][C:32]3[CH:37]=[CH:36][CH:35]=[CH:34][C:33]=3[NH2:38])=[O:30])=[O:22])[C:6]=2[CH:5]=1)([O-])=O.[H][H]. The catalyst is CO.[Pd]. The product is [NH2:17][C:10]1[CH:11]=[CH:12][C:13]2[C:14]3[C:6](=[CH:5][C:4]([NH2:1])=[CH:16][CH:15]=3)[C:7](=[CH:20][C:21]([NH:23][CH2:24][CH2:25][CH2:26][CH2:27][CH2:28][C:29]([NH:31][C:32]3[CH:37]=[CH:36][CH:35]=[CH:34][C:33]=3[NH2:38])=[O:30])=[O:22])[C:8]=2[CH:9]=1. The yield is 0.960. (4) The reactants are [CH3:1][O:2][C:3]1[CH:21]=[C:20]([O:22][CH2:23][C:24]2[N:25]=[C:26]([C:29]3([NH:35][S@@:36]([C:38]([CH3:41])([CH3:40])[CH3:39])=[O:37])[CH2:34][CH2:33][O:32][CH2:31][CH2:30]3)[S:27][CH:28]=2)[C:6]2[CH:7]=[C:8]([C:10]3[N:11]=[C:12]4[N:16]([CH:17]=3)[N:15]=[C:14]([O:18][CH3:19])[S:13]4)[O:9][C:5]=2[CH:4]=1.ClC1C=C(C=CC=1)C(OO)=[O:47].CC(C)=O.CCCCCC. The catalyst is C(Cl)Cl. The product is [CH3:1][O:2][C:3]1[CH:21]=[C:20]([O:22][CH2:23][C:24]2[N:25]=[C:26]([C:29]3([NH:35][S:36]([C:38]([CH3:41])([CH3:40])[CH3:39])(=[O:47])=[O:37])[CH2:34][CH2:33][O:32][CH2:31][CH2:30]3)[S:27][CH:28]=2)[C:6]2[CH:7]=[C:8]([C:10]3[N:11]=[C:12]4[N:16]([CH:17]=3)[N:15]=[C:14]([O:18][CH3:19])[S:13]4)[O:9][C:5]=2[CH:4]=1. The yield is 0.0780. (5) The catalyst is O1CCOCC1.CO. The reactants are C(OC([N:8]1[CH2:14][CH2:13][CH2:12][N:11]([CH:15]2[CH2:18][CH2:17][CH2:16]2)[CH2:10][CH2:9]1)=O)(C)(C)C.[ClH:19]. The product is [ClH:19].[ClH:19].[CH:15]1([N:11]2[CH2:12][CH2:13][CH2:14][NH:8][CH2:9][CH2:10]2)[CH2:18][CH2:17][CH2:16]1. The yield is 0.980. (6) The reactants are [CH3:1][O:2][C:3]1[CH:8]=[CH:7][C:6]([C:9]([NH:24][C:25]2[CH2:26][O:27][CH2:28][C@:29]([C:32]3[CH:37]=[C:36](Br)[CH:35]=[CH:34][C:33]=3[F:39])([CH3:31])[N:30]=2)([C:16]2[CH:21]=[CH:20][C:19]([O:22][CH3:23])=[CH:18][CH:17]=2)[C:10]2[CH:15]=[CH:14][CH:13]=[CH:12][CH:11]=2)=[CH:5][CH:4]=1.[CH2:40]([NH2:44])[CH2:41][CH2:42][CH3:43]. The catalyst is [Pd].CCCCCCC.C(OCC)(=O)C. The product is [CH3:1][O:2][C:3]1[CH:8]=[CH:7][C:6]([C:9]([NH:24][C:25]2[CH2:26][O:27][CH2:28][C@:29]([C:32]3[CH:37]=[C:36]([NH:44][CH2:40][CH2:41][CH2:42][CH3:43])[CH:35]=[CH:34][C:33]=3[F:39])([CH3:31])[N:30]=2)([C:16]2[CH:21]=[CH:20][C:19]([O:22][CH3:23])=[CH:18][CH:17]=2)[C:10]2[CH:15]=[CH:14][CH:13]=[CH:12][CH:11]=2)=[CH:5][CH:4]=1. The yield is 0.880. (7) No catalyst specified. The yield is 0.220. The reactants are Cl.F[C:3]1[C:8]([C:9]2[N:14]=[C:13]([CH3:15])[N:12]=[C:11]([NH2:16])[N:10]=2)=[CH:7][CH:6]=[CH:5][N:4]=1.[NH:17]1[C:25]2[CH:24]=[CH:23][CH:22]=[C:21]([NH2:26])[C:20]=2[CH:19]=[CH:18]1.O1CCOCC1. The product is [NH2:16][C:11]1[N:12]=[C:13]([CH3:15])[N:14]=[C:9]([C:8]2[C:3]([NH:26][C:21]3[C:20]4[CH:19]=[CH:18][NH:17][C:25]=4[CH:24]=[CH:23][CH:22]=3)=[N:4][CH:5]=[CH:6][CH:7]=2)[N:10]=1. (8) The reactants are I[C:2]1[CH:3]=[C:4]([O:21][CH:22]([F:24])[F:23])[CH:5]=[C:6]2[C:10]=1[C:9](=[O:11])[N:8]([CH:12]([C:14]1[CH:19]=[CH:18][C:17]([Cl:20])=[CH:16][CH:15]=1)[CH3:13])[CH2:7]2.[Cl:25]CCl. The catalyst is CN(C=O)C.Cl[Cu]. The product is [Cl:25][C:2]1[CH:3]=[C:4]([O:21][CH:22]([F:24])[F:23])[CH:5]=[C:6]2[C:10]=1[C:9](=[O:11])[N:8]([CH:12]([C:14]1[CH:19]=[CH:18][C:17]([Cl:20])=[CH:16][CH:15]=1)[CH3:13])[CH2:7]2. The yield is 0.520. (9) The reactants are [Cl:1][C:2]1[N:7]=[C:6]([O:8][CH3:9])[C:5](I)=[CH:4][N:3]=1.CC1(C)C(C)(C)OB([C:19]2[S:20][CH:21]=[CH:22][CH:23]=2)O1. The yield is 0.540. The product is [Cl:1][C:2]1[N:7]=[C:6]([O:8][CH3:9])[C:5]([C:19]2[S:20][CH:21]=[CH:22][CH:23]=2)=[CH:4][N:3]=1. No catalyst specified.